Dataset: Full USPTO retrosynthesis dataset with 1.9M reactions from patents (1976-2016). Task: Predict the reactants needed to synthesize the given product. (1) Given the product [ClH:20].[Cl:20][C:21]1[CH:22]=[C:23]([CH:27]=[CH:28][C:29]=1[F:30])[C:24]([NH:1][C@H:2]1[CH2:7][CH2:6][C@@H:5]([CH2:8][NH:9][C:10]2[CH:15]=[C:14]([N:16]([CH3:18])[CH3:17])[C:13]([CH3:19])=[CH:12][N:11]=2)[CH2:4][CH2:3]1)=[O:25], predict the reactants needed to synthesize it. The reactants are: [NH2:1][C@@H:2]1[CH2:7][CH2:6][C@H:5]([CH2:8][NH:9][C:10]2[CH:15]=[C:14]([N:16]([CH3:18])[CH3:17])[C:13]([CH3:19])=[CH:12][N:11]=2)[CH2:4][CH2:3]1.[Cl:20][C:21]1[CH:22]=[C:23]([CH:27]=[CH:28][C:29]=1[F:30])[C:24](O)=[O:25].C1C=CC2N(O)N=NC=2C=1.O.CCN=C=NCCCN(C)C.Cl.C([O-])(O)=O.[Na+]. (2) Given the product [CH3:28][C:25]1[CH:26]=[CH:27][C:22]([NH:18][C:17]2[CH:19]=[CH:20][C:14]([O:13][C:8]3[C:7]([CH:4]4[CH2:3][CH2:2][O:1][CH2:6][CH2:5]4)=[N:12][CH:11]=[CH:10][N:9]=3)=[CH:15][CH:16]=2)=[N:23][CH:24]=1, predict the reactants needed to synthesize it. The reactants are: [O:1]1[CH2:6][CH2:5][CH:4]([C:7]2[C:8]([O:13][C:14]3[CH:20]=[CH:19][C:17]([NH2:18])=[CH:16][CH:15]=3)=[N:9][CH:10]=[CH:11][N:12]=2)[CH2:3][CH2:2]1.Br[C:22]1[CH:27]=[CH:26][C:25]([CH3:28])=[CH:24][N:23]=1.CC(C)([O-])C.[Na+]. (3) Given the product [Cl:21][C:16]1[CH:17]=[CH:18][CH:19]=[CH:20][C:15]=1[C:12]1[N:11]([CH2:22][CH:23]2[CH2:25][CH2:24]2)[C:10](=[O:26])[C:9]([NH:8][C:28]([N:56]2[CH2:57][CH2:58][CH:53]([N:43]3[CH:44]=[C:45]([C:47]4[CH:48]=[CH:49][CH:50]=[CH:51][CH:52]=4)[NH:46][C:42]3=[O:41])[CH2:54][CH2:55]2)=[O:29])=[CH:14][CH:13]=1, predict the reactants needed to synthesize it. The reactants are: C(N(CC)CC)C.[NH2:8][C:9]1[C:10](=[O:26])[N:11]([CH2:22][CH:23]2[CH2:25][CH2:24]2)[C:12]([C:15]2[CH:20]=[CH:19][CH:18]=[CH:17][C:16]=2[Cl:21])=[CH:13][CH:14]=1.Cl[C:28](OC1C=CC([N+]([O-])=O)=CC=1)=[O:29].[Cl-].[O:41]=[C:42]1[NH:46][C:45]([C:47]2[CH:52]=[CH:51][CH:50]=[CH:49][CH:48]=2)=[CH:44][N:43]1[CH:53]1[CH2:58][CH2:57][NH2+:56][CH2:55][CH2:54]1.